From a dataset of Catalyst prediction with 721,799 reactions and 888 catalyst types from USPTO. Predict which catalyst facilitates the given reaction. (1) Reactant: Cl.[NH2:2][C:3]([NH2:5])=[NH:4].O=[C:7]1[CH:18]([C:19](OC)=[O:20])[CH2:17][CH2:16][CH2:15][CH2:14][C:8]21[CH2:13][CH2:12][CH2:11][CH2:10][CH2:9]2.C(=O)([O-])[O-].[K+].[K+]. Product: [NH2:4][C:3]1[N:5]=[C:19]([OH:20])[C:18]2[CH2:17][CH2:16][CH2:15][CH2:14][C:8]3([CH2:13][CH2:12][CH2:11][CH2:10][CH2:9]3)[C:7]=2[N:2]=1. The catalyst class is: 3. (2) Reactant: [Cl:1][C:2]1[CH:7]=[C:6]([O:8][C:9]2[C:18]3[C:13](=[CH:14][C:15]([O:21][CH3:22])=[C:16]([O:19][CH3:20])[CH:17]=3)[N:12]=[CH:11][N:10]=2)[CH:5]=[CH:4][C:3]=1[NH:23][C:24]([NH:26][CH2:27][CH2:28][CH3:29])=[O:25].[H-].[Na+].[C:32](Cl)(=[O:34])[CH3:33]. Product: [C:32]([N:23]([C:3]1[CH:4]=[CH:5][C:6]([O:8][C:9]2[C:18]3[C:13](=[CH:14][C:15]([O:21][CH3:22])=[C:16]([O:19][CH3:20])[CH:17]=3)[N:12]=[CH:11][N:10]=2)=[CH:7][C:2]=1[Cl:1])[C:24]([NH:26][CH2:27][CH2:28][CH3:29])=[O:25])(=[O:34])[CH3:33]. The catalyst class is: 7.